From a dataset of Reaction yield outcomes from USPTO patents with 853,638 reactions. Predict the reaction yield, written as a fraction of the theoretical maximum amount of product (1.0 means a 100% yield; for example, 0.34 means a 34% yield). (1) The reactants are [O:1]([C:8]1[CH:14]=[CH:13][CH:12]=[CH:11][C:9]=1[NH2:10])[C:2]1[CH:7]=[CH:6][CH:5]=[CH:4][CH:3]=1.C(N(C(C)C)CC)(C)C.[C:24](=[O:29])=[N:25][C:26](Cl)=[O:27].[NH2:30][C:31]1[S:32][CH:33]=[CH:34][N:35]=1. The catalyst is O1CCCC1. The product is [O:1]([C:8]1[CH:14]=[CH:13][CH:12]=[CH:11][C:9]=1[NH:10][C:24]([NH:25][C:26]([NH:30][C:31]1[S:32][CH:33]=[CH:34][N:35]=1)=[O:27])=[O:29])[C:2]1[CH:3]=[CH:4][CH:5]=[CH:6][CH:7]=1. The yield is 0.550. (2) The catalyst is O1CCOCC1. The product is [Cl:19][C:17]1[N:16]=[CH:15][C:6]2[N:7]([CH3:14])[C:8](=[O:13])[C:9]([CH3:11])([CH3:12])[CH2:10][NH:4][C:5]=2[N:18]=1. The yield is 0.340. The reactants are C([N:4]1[CH2:10][C:9]([CH3:12])([CH3:11])[C:8](=[O:13])[N:7]([CH3:14])[C:6]2[CH:15]=[N:16][C:17]([Cl:19])=[N:18][C:5]1=2)C=C.O. (3) The product is [C:1]([C:5]1[O:9][N:8]=[C:7]([NH:10][C:11]([NH:13][C:14]2[CH:19]=[CH:18][CH:17]=[C:16]([O:20][C:21]3[C:30]4[C:25](=[CH:26][C:27]([O:31][CH2:39][CH2:40][O:41][CH3:42])=[CH:28][CH:29]=4)[N:24]=[CH:23][N:22]=3)[CH:15]=2)=[O:12])[CH:6]=1)([CH3:4])([CH3:2])[CH3:3]. The catalyst is CN(C=O)C. The yield is 0.150. The reactants are [C:1]([C:5]1[O:9][N:8]=[C:7]([NH:10][C:11]([NH:13][C:14]2[CH:19]=[CH:18][CH:17]=[C:16]([O:20][C:21]3[C:30]4[C:25](=[CH:26][C:27]([OH:31])=[CH:28][CH:29]=4)[N:24]=[CH:23][N:22]=3)[CH:15]=2)=[O:12])[CH:6]=1)([CH3:4])([CH3:3])[CH3:2].C(=O)([O-])[O-].[Cs+].[Cs+].Br[CH2:39][CH2:40][O:41][CH3:42]. (4) The reactants are [CH3:1][C:2]1[CH:3]=[C:4]([CH:10]=[CH:11][C:12]=1[CH:13]=[CH2:14])[C:5]([N:7]([CH3:9])[CH3:8])=[O:6].[C:15]1([Si:21]([C:29]2[CH:34]=[CH:33][CH:32]=[CH:31][CH:30]=2)([C:23]2[CH:28]=[CH:27][CH:26]=[CH:25][CH:24]=2)[SH:22])[CH:20]=[CH:19][CH:18]=[CH:17][CH:16]=1.CC(N=NC(C#N)(C)C)(C#N)C.N#N. The catalyst is C1(C)C=CC=CC=1. The product is [CH3:1][C:2]1[CH:3]=[C:4]([CH:10]=[CH:11][C:12]=1[CH2:13][CH2:14][S:22][Si:21]([C:23]1[CH:24]=[CH:25][CH:26]=[CH:27][CH:28]=1)([C:29]1[CH:34]=[CH:33][CH:32]=[CH:31][CH:30]=1)[C:15]1[CH:16]=[CH:17][CH:18]=[CH:19][CH:20]=1)[C:5]([N:7]([CH3:9])[CH3:8])=[O:6]. The yield is 0.690. (5) The reactants are [OH:1][C:2]1[N:10]=[CH:9][CH:8]=[CH:7][C:3]=1[C:4]([OH:6])=[O:5].[OH-].[K+].CO.I[CH2:16][CH2:17][CH2:18][CH3:19]. The catalyst is O.Cl. The product is [CH2:16]([N:10]1[CH:9]=[CH:8][CH:7]=[C:3]([C:4]([OH:6])=[O:5])[C:2]1=[O:1])[CH2:17][CH2:18][CH3:19]. The yield is 0.390. (6) The reactants are [CH2:1]([O:3][C:4](=[O:23])[CH2:5][N:6]1[C:14]2[C:9](=[CH:10][CH:11]=[C:12]([O:15][Si](C(C)(C)C)(C)C)[CH:13]=2)[CH:8]=[CH:7]1)[CH3:2].[F-].C([N+](CCCC)(CCCC)CCCC)CCC. The catalyst is C1COCC1. The product is [CH2:1]([O:3][C:4](=[O:23])[CH2:5][N:6]1[C:14]2[C:9](=[CH:10][CH:11]=[C:12]([OH:15])[CH:13]=2)[CH:8]=[CH:7]1)[CH3:2]. The yield is 0.780. (7) The reactants are [Cl:1][C:2]1[CH:10]=[C:9]2[C:5]([C:6]([C:11]([N:13]3[CH2:18][CH2:17][C:16]4([C:22]5[CH:23]=[CH:24][CH:25]=[CH:26][C:21]=5[CH2:20][O:19]4)[CH2:15][CH2:14]3)=[O:12])=[CH:7][NH:8]2)=[CH:4][CH:3]=1.Br[CH2:28][CH:29]1[CH2:31][O:30]1. No catalyst specified. The product is [Cl:1][C:2]1[CH:10]=[C:9]2[C:5]([C:6]([C:11]([N:13]3[CH2:18][CH2:17][C:16]4([C:22]5[CH:23]=[CH:24][CH:25]=[CH:26][C:21]=5[CH2:20][O:19]4)[CH2:15][CH2:14]3)=[O:12])=[CH:7][N:8]2[CH2:28][CH:29]2[CH2:31][O:30]2)=[CH:4][CH:3]=1. The yield is 0.470.